This data is from NCI-60 drug combinations with 297,098 pairs across 59 cell lines. The task is: Regression. Given two drug SMILES strings and cell line genomic features, predict the synergy score measuring deviation from expected non-interaction effect. (1) Drug 1: C1CC(C1)(C(=O)O)C(=O)O.[NH2-].[NH2-].[Pt+2]. Drug 2: CC1C(C(CC(O1)OC2CC(OC(C2O)C)OC3=CC4=CC5=C(C(=O)C(C(C5)C(C(=O)C(C(C)O)O)OC)OC6CC(C(C(O6)C)O)OC7CC(C(C(O7)C)O)OC8CC(C(C(O8)C)O)(C)O)C(=C4C(=C3C)O)O)O)O. Cell line: HCT116. Synergy scores: CSS=57.6, Synergy_ZIP=1.26, Synergy_Bliss=0.0218, Synergy_Loewe=-1.54, Synergy_HSA=-0.876. (2) Drug 1: CC1CCC2CC(C(=CC=CC=CC(CC(C(=O)C(C(C(=CC(C(=O)CC(OC(=O)C3CCCCN3C(=O)C(=O)C1(O2)O)C(C)CC4CCC(C(C4)OC)OCCO)C)C)O)OC)C)C)C)OC. Drug 2: CC(C)NC(=O)C1=CC=C(C=C1)CNNC.Cl. Cell line: NCI/ADR-RES. Synergy scores: CSS=7.32, Synergy_ZIP=-1.85, Synergy_Bliss=1.93, Synergy_Loewe=-8.24, Synergy_HSA=-0.802. (3) Drug 1: C1=C(C(=O)NC(=O)N1)F. Drug 2: CC1=C2C(C(=O)C3(C(CC4C(C3C(C(C2(C)C)(CC1OC(=O)C(C(C5=CC=CC=C5)NC(=O)C6=CC=CC=C6)O)O)OC(=O)C7=CC=CC=C7)(CO4)OC(=O)C)O)C)OC(=O)C. Cell line: CAKI-1. Synergy scores: CSS=38.4, Synergy_ZIP=2.11, Synergy_Bliss=1.99, Synergy_Loewe=2.26, Synergy_HSA=9.57. (4) Drug 1: C1=C(C(=O)NC(=O)N1)F. Drug 2: CC1CCCC2(C(O2)CC(NC(=O)CC(C(C(=O)C(C1O)C)(C)C)O)C(=CC3=CSC(=N3)C)C)C. Cell line: ACHN. Synergy scores: CSS=43.4, Synergy_ZIP=5.08, Synergy_Bliss=5.57, Synergy_Loewe=4.51, Synergy_HSA=4.51. (5) Drug 1: C1CC(=O)NC(=O)C1N2CC3=C(C2=O)C=CC=C3N. Drug 2: C1=CN(C(=O)N=C1N)C2C(C(C(O2)CO)O)O.Cl. Cell line: MCF7. Synergy scores: CSS=32.0, Synergy_ZIP=-5.72, Synergy_Bliss=4.02, Synergy_Loewe=-32.2, Synergy_HSA=6.29. (6) Drug 1: CC12CCC3C(C1CCC2NC(=O)OCC(F)(F)F)CCC4C3(C=CC(=O)N4C)C. Drug 2: CC1CC(C(C(C=C(C(C(C=CC=C(C(=O)NC2=CC(=O)C(=C(C1)C2=O)OC)C)OC)OC(=O)N)C)C)O)OC. Cell line: NCI-H460. Synergy scores: CSS=42.3, Synergy_ZIP=1.31, Synergy_Bliss=-0.442, Synergy_Loewe=-14.8, Synergy_HSA=1.59. (7) Drug 1: CC(C1=C(C=CC(=C1Cl)F)Cl)OC2=C(N=CC(=C2)C3=CN(N=C3)C4CCNCC4)N. Drug 2: C1=C(C(=O)NC(=O)N1)N(CCCl)CCCl. Cell line: OVCAR-8. Synergy scores: CSS=30.2, Synergy_ZIP=4.10, Synergy_Bliss=4.80, Synergy_Loewe=3.55, Synergy_HSA=4.68. (8) Drug 1: CC(C1=C(C=CC(=C1Cl)F)Cl)OC2=C(N=CC(=C2)C3=CN(N=C3)C4CCNCC4)N. Drug 2: C1CC(C1)(C(=O)O)C(=O)O.[NH2-].[NH2-].[Pt+2]. Cell line: UACC-257. Synergy scores: CSS=12.8, Synergy_ZIP=-0.594, Synergy_Bliss=1.50, Synergy_Loewe=0.851, Synergy_HSA=1.16. (9) Drug 1: C1CN1C2=NC(=NC(=N2)N3CC3)N4CC4. Drug 2: C1=C(C(=O)NC(=O)N1)N(CCCl)CCCl. Cell line: OVCAR-8. Synergy scores: CSS=27.2, Synergy_ZIP=-15.0, Synergy_Bliss=-9.22, Synergy_Loewe=-14.2, Synergy_HSA=-4.62. (10) Drug 1: CN1C2=C(C=C(C=C2)N(CCCl)CCCl)N=C1CCCC(=O)O.Cl. Drug 2: C1C(C(OC1N2C=NC3=C2NC=NCC3O)CO)O. Cell line: CCRF-CEM. Synergy scores: CSS=3.77, Synergy_ZIP=-0.00355, Synergy_Bliss=4.36, Synergy_Loewe=2.88, Synergy_HSA=3.78.